This data is from Forward reaction prediction with 1.9M reactions from USPTO patents (1976-2016). The task is: Predict the product of the given reaction. (1) Given the reactants C[O:2][C:3](=[O:37])[CH2:4][CH2:5][C:6]1[CH:11]=[CH:10][C:9]([C:12]([CH2:34][CH3:35])([C:15]2[CH:20]=[CH:19][C:18]([C:21]#[C:22][C:23]([OH:32])([C:28]([F:31])([F:30])[F:29])[C:24]([F:27])([F:26])[F:25])=[C:17]([CH3:33])[CH:16]=2)[CH2:13][CH3:14])=[CH:8][C:7]=1[CH3:36].[OH-].[K+].[NH4+].[Cl-], predict the reaction product. The product is: [CH2:13]([C:12]([C:9]1[CH:10]=[CH:11][C:6]([CH2:5][CH2:4][C:3]([OH:37])=[O:2])=[C:7]([CH3:36])[CH:8]=1)([C:15]1[CH:20]=[CH:19][C:18]([C:21]#[C:22][C:23]([OH:32])([C:28]([F:29])([F:31])[F:30])[C:24]([F:27])([F:25])[F:26])=[C:17]([CH3:33])[CH:16]=1)[CH2:34][CH3:35])[CH3:14]. (2) Given the reactants [OH-].C[N+](C)(C)C.[OH-].[Na+].CC(C1C=CC(O)=CC=1)(C1C=CC(O)=CC=1)C.[C:26]([C:30]1[CH:36]=[C:35]([OH:37])[CH:34]=[CH:33][C:31]=1[OH:32])([CH3:29])([CH3:28])[CH3:27], predict the reaction product. The product is: [C:26]([C:30]1[CH:36]=[C:35]([OH:37])[CH:34]=[CH:33][C:31]=1[OH:32])([CH3:29])([CH3:27])[CH3:28]. (3) Given the reactants P(Cl)(Cl)([Cl:3])=O.[Cl:6][C:7]1[CH:12]=[C:11]([F:13])[CH:10]=[CH:9][C:8]=1[C:14]1[NH:19][C:18](=O)[N:17]2[N:21]=[C:22]([CH:24]3[CH2:29][CH2:28][N:27]([CH:30]([CH3:32])[CH3:31])[CH2:26][CH2:25]3)[N:23]=[C:16]2[CH:15]=1, predict the reaction product. The product is: [ClH:3].[Cl:3][C:18]1[N:17]2[N:21]=[C:22]([CH:24]3[CH2:29][CH2:28][N:27]([CH:30]([CH3:32])[CH3:31])[CH2:26][CH2:25]3)[N:23]=[C:16]2[CH:15]=[C:14]([C:8]2[CH:9]=[CH:10][C:11]([F:13])=[CH:12][C:7]=2[Cl:6])[N:19]=1.